Predict the product of the given reaction. From a dataset of Forward reaction prediction with 1.9M reactions from USPTO patents (1976-2016). (1) Given the reactants [C:1]([O:5][C:6](=[O:34])[NH:7][CH2:8][CH2:9][CH2:10][N:11]([C:25](=[O:33])[C:26]1[CH:31]=[CH:30][C:29]([CH3:32])=[CH:28][CH:27]=1)[CH:12]([C:15]1[NH:20][C:19](=[O:21])[C:18]2=[CH:22][CH:23]=[CH:24][N:17]2[N:16]=1)[CH2:13][CH3:14])([CH3:4])([CH3:3])[CH3:2].C(OC(=O)NCCCN(C(C1N(CC2C=CC(F)=CC=2)C(=O)C2=CC=CN2N=1)CC)C(=O)C1C=CC(C)=CC=1)(C)(C)C.Br[CH2:78][C:79]([O:81][CH3:82])=[O:80], predict the reaction product. The product is: [CH3:82][O:81][C:79](=[O:80])[CH2:78][N:20]1[C:19](=[O:21])[C:18]2=[CH:22][CH:23]=[CH:24][N:17]2[N:16]=[C:15]1[CH:12]([N:11]([CH2:10][CH2:9][CH2:8][NH:7][C:6]([O:5][C:1]([CH3:2])([CH3:4])[CH3:3])=[O:34])[C:25](=[O:33])[C:26]1[CH:27]=[CH:28][C:29]([CH3:32])=[CH:30][CH:31]=1)[CH2:13][CH3:14]. (2) Given the reactants [Br:1][C:2]1[S:6][C:5](C(N)=O)=[C:4]([NH:10][CH3:11])[C:3]=1[CH3:12].[CH3:13][C:14]([CH3:16])=O.[O-]S([O-])(=O)=O.[Mg+2].CC1C=CC(S(O)(=O)=O)=CC=1.[C:34]([O-:37])(O)=O.[Na+].C[N:40](C=O)C, predict the reaction product. The product is: [Br:1][C:2]1[S:6][C:5]2[C:34](=[O:37])[NH:40][C:14]([CH3:16])([CH3:13])[N:10]([CH3:11])[C:4]=2[C:3]=1[CH3:12]. (3) Given the reactants C([O:3][C:4]([C@@H:6]1[C@H:12]([C:13]2[CH:18]=[CH:17][C:16]([Cl:19])=[C:15]([Cl:20])[CH:14]=2)[CH2:11][C@@H:10]2[N:21]([CH3:22])[C@H:7]1[CH2:8][CH2:9]2)=O)C.[H-].[Al+3].[Li+].[H-].[H-].[H-], predict the reaction product. The product is: [OH:3][CH2:4][C@@H:6]1[C@H:12]([C:13]2[CH:18]=[CH:17][C:16]([Cl:19])=[C:15]([Cl:20])[CH:14]=2)[CH2:11][C@@H:10]2[N:21]([CH3:22])[C@H:7]1[CH2:8][CH2:9]2. (4) Given the reactants Cl[C:2]1[C:11]2[C:6](=[CH:7][C:8]([F:12])=[CH:9][CH:10]=2)[N:5]=[CH:4][C:3]=1[C:13]#[N:14].[Cl:15][C:16]1[CH:22]=[C:21]([Cl:23])[C:20]([O:24][CH3:25])=[CH:19][C:17]=1[NH2:18].Cl.N1C=CC=CC=1, predict the reaction product. The product is: [Cl:15][C:16]1[CH:22]=[C:21]([Cl:23])[C:20]([O:24][CH3:25])=[CH:19][C:17]=1[NH:18][C:2]1[C:11]2[C:6](=[CH:7][C:8]([F:12])=[CH:9][CH:10]=2)[N:5]=[CH:4][C:3]=1[C:13]#[N:14]. (5) Given the reactants [NH2:1][C:2]1[CH:7]=[N:6][C:5]([C:8]2[CH:13]=[CH:12][C:11]([C:14]3[C:15]([C:20]([OH:22])=O)=[CH:16][CH:17]=[CH:18][CH:19]=3)=[CH:10][C:9]=2[F:23])=[CH:4][N:3]=1.[CH3:24][NH2:25], predict the reaction product. The product is: [NH2:1][C:2]1[N:3]=[CH:4][C:5]([C:8]2[CH:13]=[CH:12][C:11]([C:14]3[C:15]([C:20]([NH:25][CH3:24])=[O:22])=[CH:16][CH:17]=[CH:18][CH:19]=3)=[CH:10][C:9]=2[F:23])=[N:6][CH:7]=1. (6) Given the reactants [CH2:1]([O:3][CH:4]([CH2:10][C:11]1[CH:16]=[CH:15][C:14]([NH:17][CH2:18]/[CH:19]=[CH:20]/[C:21]2[CH:26]=[CH:25][C:24]([O:27][S:28]([CH3:31])(=[O:30])=[O:29])=[CH:23][CH:22]=2)=[CH:13][CH:12]=1)[C:5]([O:7]CC)=[O:6])[CH3:2].[OH-].[Li+], predict the reaction product. The product is: [CH2:1]([O:3][C@@H:4]([CH2:10][C:11]1[CH:12]=[CH:13][C:14]([NH:17][CH2:18]/[CH:19]=[CH:20]/[C:21]2[CH:22]=[CH:23][C:24]([O:27][S:28]([CH3:31])(=[O:29])=[O:30])=[CH:25][CH:26]=2)=[CH:15][CH:16]=1)[C:5]([OH:7])=[O:6])[CH3:2]. (7) Given the reactants C(OC([N:8]1[CH2:13][CH2:12][CH:11]([N:14]2[CH2:18][CH2:17][C:16]([F:20])([F:19])[CH2:15]2)[CH2:10][CH2:9]1)=O)(C)(C)C.[ClH:21], predict the reaction product. The product is: [ClH:21].[F:20][C:16]1([F:19])[CH2:17][CH2:18][N:14]([CH:11]2[CH2:10][CH2:9][NH:8][CH2:13][CH2:12]2)[CH2:15]1.